Dataset: Catalyst prediction with 721,799 reactions and 888 catalyst types from USPTO. Task: Predict which catalyst facilitates the given reaction. Reactant: [CH2:1]([C:8]1([CH:17]=[CH:16][C:15]([CH2:18][C:19]2[CH:24]=[CH:23][CH:22]=[CH:21][CH:20]=2)=[CH:14][CH2:13]1)[CH2:9][CH:10]([OH:12])[NH2:11])[C:2]1[CH:7]=[CH:6][CH:5]=[CH:4][CH:3]=1.[C:25](O)(=[O:28])[CH:26]=[CH2:27].CC1C=CC(S(O)(=O)=O)=CC=1.C1(N=C=NC2CCCCC2)CCCCC1.N1(C2C=CN=CC=2)CCCC1. Product: [C:25]([O:12][CH:10]([NH2:11])[CH2:9][C:8]1([CH2:1][C:2]2[CH:3]=[CH:4][CH:5]=[CH:6][CH:7]=2)[CH:13]=[CH:14][C:15]([CH2:18][C:19]2[CH:24]=[CH:23][CH:22]=[CH:21][CH:20]=2)=[CH:16][CH2:17]1)(=[O:28])[CH:26]=[CH2:27]. The catalyst class is: 11.